From a dataset of Full USPTO retrosynthesis dataset with 1.9M reactions from patents (1976-2016). Predict the reactants needed to synthesize the given product. (1) Given the product [F:1][C@@H:2]1[CH2:6][CH2:5][N:4]([CH2:7][C:8]2[CH:9]=[C:10]3[N:16]=[C:15]([C:17]4[CH:22]=[CH:21][CH:20]=[CH:19][C:18]=4[NH2:23])[S:14][C:11]3=[N:12][CH:13]=2)[CH2:3]1, predict the reactants needed to synthesize it. The reactants are: [F:1][C@@H:2]1[CH2:6][CH2:5][N:4]([CH2:7][C:8]2[CH:9]=[C:10]3[N:16]=[C:15]([C:17]4[CH:22]=[CH:21][CH:20]=[CH:19][C:18]=4[N+:23]([O-])=O)[S:14][C:11]3=[N:12][CH:13]=2)[CH2:3]1. (2) Given the product [C:1]([NH:5][C:6]([C:8]1[N:9]([CH2:18][CH3:19])[C:10]2[C:15]([N:16]=1)=[C:14]([NH:20][C@H:21]1[CH2:25][CH2:24][N:23]([C:26]([O:28][C:29]([CH3:32])([CH3:31])[CH3:30])=[O:27])[CH2:22]1)[N:13]=[CH:12][N:11]=2)=[O:7])([CH3:4])([CH3:3])[CH3:2], predict the reactants needed to synthesize it. The reactants are: [C:1]([NH:5][C:6]([C:8]1[N:9]([CH2:18][CH3:19])[C:10]2[C:15]([N:16]=1)=[C:14](Cl)[N:13]=[CH:12][N:11]=2)=[O:7])([CH3:4])([CH3:3])[CH3:2].[NH2:20][C@H:21]1[CH2:25][CH2:24][N:23]([C:26]([O:28][C:29]([CH3:32])([CH3:31])[CH3:30])=[O:27])[CH2:22]1.CCN(C(C)C)C(C)C.